Dataset: Reaction yield outcomes from USPTO patents with 853,638 reactions. Task: Predict the reaction yield, written as a fraction of the theoretical maximum amount of product (1.0 means a 100% yield; for example, 0.34 means a 34% yield). (1) The reactants are Br[C:2]1[CH:7]=[CH:6][CH:5]=[C:4]([CH3:8])[N:3]=1.C([Li])CCC.Cl[P:15]([C:24]1[CH:29]=[C:28]([CH3:30])[CH:27]=[C:26]([CH3:31])[CH:25]=1)[C:16]1[CH:21]=[C:20]([CH3:22])[CH:19]=[C:18]([CH3:23])[CH:17]=1.[Cl-].[Na+]. The catalyst is O1CCCC1.C(OCC)(=O)C.O.CCCCCC. The product is [CH3:31][C:26]1[CH:25]=[C:24]([P:15]([C:16]2[CH:17]=[C:18]([CH3:23])[CH:19]=[C:20]([CH3:22])[CH:21]=2)[C:2]2[CH:7]=[CH:6][CH:5]=[C:4]([CH3:8])[N:3]=2)[CH:29]=[C:28]([CH3:30])[CH:27]=1. The yield is 0.590. (2) The reactants are C([O:3][C:4]([C:6]1[O:10][N:9]=[C:8]([C:11]2[CH:16]=[CH:15][C:14]([O:17][CH2:18][C:19]3[C:20]([Cl:25])=[N:21][CH:22]=[CH:23][CH:24]=3)=[CH:13][CH:12]=2)[CH:7]=1)=O)C.[NH3:26]. The catalyst is CCO. The product is [Cl:25][C:20]1[C:19]([CH2:18][O:17][C:14]2[CH:15]=[CH:16][C:11]([C:8]3[CH:7]=[C:6]([C:4]([NH2:26])=[O:3])[O:10][N:9]=3)=[CH:12][CH:13]=2)=[CH:24][CH:23]=[CH:22][N:21]=1. The yield is 0.140. (3) The reactants are [CH:1]([O:4][C:5]([N:7]1[CH2:12][CH2:11][CH:10]([O:13][C:14]2[C:19]([CH3:20])=[C:18]([NH:21][C:22]3[CH:27]=[CH:26][C:25](I)=[CH:24][C:23]=3[F:29])[N:17]=[CH:16][N:15]=2)[CH2:9][CH2:8]1)=[O:6])([CH3:3])[CH3:2].C(=O)([O-])[O-].[Cs+].[Cs+].[CH3:36][S:37]([CH2:40][CH2:41][OH:42])(=[O:39])=[O:38]. The catalyst is [Cu](I)I. The product is [CH:1]([O:4][C:5]([N:7]1[CH2:12][CH2:11][CH:10]([O:13][C:14]2[C:19]([CH3:20])=[C:18]([NH:21][C:22]3[CH:27]=[CH:26][C:25]([O:42][CH2:41][CH2:40][S:37]([CH3:36])(=[O:39])=[O:38])=[CH:24][C:23]=3[F:29])[N:17]=[CH:16][N:15]=2)[CH2:9][CH2:8]1)=[O:6])([CH3:3])[CH3:2]. The yield is 0.0300.